Dataset: Forward reaction prediction with 1.9M reactions from USPTO patents (1976-2016). Task: Predict the product of the given reaction. (1) Given the reactants [Cl:1][S:2]([OH:5])(=O)=[O:3].[S:6]1[C:11]2[CH:12]=[CH:13][CH:14]=[CH:15][C:10]=2[NH:9][C:8](=[O:16])[CH2:7]1, predict the reaction product. The product is: [O:16]=[C:8]1[NH:9][C:10]2[CH:15]=[C:14]([S:2]([Cl:1])(=[O:5])=[O:3])[CH:13]=[CH:12][C:11]=2[S:6][CH2:7]1. (2) Given the reactants [Cl:1][C:2]1[CH:3]=[C:4]([CH2:9][N:10]2[CH:14]=[C:13]([C:15](OCC)=[O:16])[N:12]=[N:11]2)[CH:5]=[CH:6][C:7]=1[Cl:8].CC(C[AlH]CC(C)C)C.[NH4+].[Cl-].O, predict the reaction product. The product is: [Cl:1][C:2]1[CH:3]=[C:4]([CH2:9][N:10]2[CH:14]=[C:13]([CH2:15][OH:16])[N:12]=[N:11]2)[CH:5]=[CH:6][C:7]=1[Cl:8]. (3) The product is: [N:15]1([C:12]2[N:13]=[CH:14][C:9]([C:22]3[CH:30]=[CH:29][C:28]4[N:27]5[C:31](=[O:39])[O:32][C@@H:33]([CH2:34][NH:35][C:36](=[O:38])[CH3:37])[C@@H:26]5[CH2:25][C:24]=4[CH:23]=3)=[CH:10][CH:11]=2)[CH:19]=[N:18][N:17]=[N:16]1. Given the reactants CC1(C)C(C)(C)OB([C:9]2[CH:10]=[CH:11][C:12]([N:15]3[CH:19]=[N:18][N:17]=[N:16]3)=[N:13][CH:14]=2)O1.Br[C:22]1[CH:30]=[CH:29][C:28]2[N:27]3[C:31](=[O:39])[O:32][C@@H:33]([CH2:34][NH:35][C:36](=[O:38])[CH3:37])[C@@H:26]3[CH2:25][C:24]=2[CH:23]=1.C([O-])([O-])=O.[K+].[K+], predict the reaction product. (4) Given the reactants [F:1][C:2]1[CH:21]=[CH:20][CH:19]=[CH:18][C:3]=1[CH2:4][NH:5][CH2:6][C:7]1[NH:8][C:9](=[O:17])[C:10]2[CH2:16][O:15][CH2:14][CH2:13][C:11]=2[N:12]=1.[F:22][C:23]1[CH:40]=[CH:39][C:26]([C:27]([CH:29]2[CH2:34][CH2:33][N:32]([CH2:35][C:36](O)=[O:37])[CH2:31][CH2:30]2)=[O:28])=[CH:25][CH:24]=1, predict the reaction product. The product is: [F:22][C:23]1[CH:24]=[CH:25][C:26]([C:27]([CH:29]2[CH2:30][CH2:31][N:32]([CH2:35][C:36]([N:5]([CH2:4][C:3]3[CH:18]=[CH:19][CH:20]=[CH:21][C:2]=3[F:1])[CH2:6][C:7]3[NH:8][C:9](=[O:17])[C:10]4[CH2:16][O:15][CH2:14][CH2:13][C:11]=4[N:12]=3)=[O:37])[CH2:33][CH2:34]2)=[O:28])=[CH:39][CH:40]=1.